The task is: Predict the product of the given reaction.. This data is from Forward reaction prediction with 1.9M reactions from USPTO patents (1976-2016). (1) Given the reactants [F:1][C:2]1[CH:7]=[CH:6][CH:5]=[CH:4][C:3]=1[CH2:8][OH:9].C1N=CN([C:15](N2C=NC=C2)=[O:16])C=1.FC(F)(F)C(O)=O.[NH2:29][CH2:30][CH2:31][CH2:32][N:33]1[C:41](=[O:42])[C:40]2[NH:39][C:38]([Cl:43])=[N:37][C:36]=2[N:35]([CH2:44][CH2:45][CH2:46][CH2:47][CH3:48])[C:34]1=[O:49].CCN(C(C)C)C(C)C, predict the reaction product. The product is: [Cl:43][C:38]1[NH:39][C:40]2[C:41](=[O:42])[N:33]([CH2:32][CH2:31][CH2:30][NH:29][C:15](=[O:16])[O:9][CH2:8][C:3]3[CH:4]=[CH:5][CH:6]=[CH:7][C:2]=3[F:1])[C:34](=[O:49])[N:35]([CH2:44][CH2:45][CH2:46][CH2:47][CH3:48])[C:36]=2[N:37]=1. (2) Given the reactants C(=O)([O-])[O-].[K+].[K+].[CH2:7](Br)[C:8]1[CH:13]=[CH:12][CH:11]=[CH:10][CH:9]=1.[F:15][CH:16]([F:27])[O:17][C:18]1[CH:25]=[CH:24][C:21]([CH:22]=[O:23])=[CH:20][C:19]=1[OH:26], predict the reaction product. The product is: [CH2:7]([O:26][C:19]1[CH:20]=[C:21]([CH:24]=[CH:25][C:18]=1[O:17][CH:16]([F:15])[F:27])[CH:22]=[O:23])[C:8]1[CH:13]=[CH:12][CH:11]=[CH:10][CH:9]=1. (3) The product is: [OH:31][C@@H:28]([CH2:29][OH:30])[CH2:27][NH:26][C:22]([C:19]1[CH:20]=[CH:21][C:9]2[C:8](=[O:25])[C:7]3[C:6]4[C:14](=[CH:15][C:3]([C:1]#[N:2])=[CH:4][CH:5]=4)[NH:13][C:12]=3[C:11]([CH3:16])([CH3:17])[C:10]=2[CH:18]=1)=[O:23]. Given the reactants [C:1]([C:3]1[CH:15]=[C:14]2[C:6]([C:7]3[C:8](=[O:25])[C:9]4[CH:21]=[CH:20][C:19]([C:22](O)=[O:23])=[CH:18][C:10]=4[C:11]([CH3:17])([CH3:16])[C:12]=3[NH:13]2)=[CH:5][CH:4]=1)#[N:2].[NH2:26][CH2:27][C@@H:28]([OH:31])[CH2:29][OH:30], predict the reaction product. (4) The product is: [Br:1][C:2]1[C:9]([F:10])=[CH:8][CH:7]=[C:6]([F:11])[C:3]=1[C:4]#[N:49]. Given the reactants [Br:1][C:2]1[C:9]([F:10])=[CH:8][CH:7]=[C:6]([F:11])[C:3]=1[CH:4]=O.S([O-])(OCCCCCCCCCCCC)(=O)=O.[Na+].C(OI(C1C=CC=CC=1)OC(=O)C)(=O)C.C([O-])(=O)C.[NH4+:49].S([O-])([O-])(=O)=S.[Na+].[Na+], predict the reaction product. (5) Given the reactants [N:1]([CH2:4][C@@H:5]1[O:9][C:8](=[O:10])[N:7]([C:11]2[CH:16]=[CH:15][C:14]([Br:17])=[CH:13][N:12]=2)[CH2:6]1)=[N+]=[N-].[C:18]([OH:21])(=S)[CH3:19], predict the reaction product. The product is: [Br:17][C:14]1[CH:15]=[CH:16][C:11]([N:7]2[CH2:6][C@H:5]([CH2:4][NH:1][C:18](=[O:21])[CH3:19])[O:9][C:8]2=[O:10])=[N:12][CH:13]=1. (6) Given the reactants [Br:1][C:2]1[CH:7]=[CH:6][C:5]([O:8][C:9]2[CH:14]=[CH:13][CH:12]=[CH:11][C:10]=2[C:15]([CH3:18])([CH3:17])[CH3:16])=[C:4]([N+:19]([O-])=O)[CH:3]=1.[Cl-].[NH4+].O, predict the reaction product. The product is: [Br:1][C:2]1[CH:7]=[CH:6][C:5]([O:8][C:9]2[CH:14]=[CH:13][CH:12]=[CH:11][C:10]=2[C:15]([CH3:18])([CH3:17])[CH3:16])=[C:4]([CH:3]=1)[NH2:19]. (7) The product is: [Cl:1][C:2]1[N:3]=[C:4]2[CH:12]=[C:11]([CH3:13])[CH:10]=[N:9][C:5]2=[N:6][C:7]=1[N:18]1[CH2:19][CH2:20][N:15]([CH3:14])[CH2:16][CH2:17]1. Given the reactants [Cl:1][C:2]1[N:3]=[C:4]2[CH:12]=[C:11]([CH3:13])[CH:10]=[N:9][C:5]2=[N:6][C:7]=1Cl.[CH3:14][N:15]1[CH2:20][CH2:19][NH:18][CH2:17][CH2:16]1.O, predict the reaction product. (8) Given the reactants N[CH2:2][CH2:3][N:4]1[C:12]2[C:7](=[CH:8][CH:9]=[CH:10][CH:11]=2)[C:6]([C:13](=[O:30])[CH:14]([NH:21][C:22]2[CH:27]=[CH:26][CH:25]=[C:24]([O:28][CH3:29])[CH:23]=2)[C:15]2[CH:20]=[CH:19][CH:18]=[CH:17][CH:16]=2)=[CH:5]1.[CH2:31]=O.O.[C:34]([BH3-])#[N:35].[Na+], predict the reaction product. The product is: [CH3:31][N:35]([CH3:34])[CH2:2][CH2:3][N:4]1[C:12]2[C:7](=[CH:8][CH:9]=[CH:10][CH:11]=2)[C:6]([C:13](=[O:30])[CH:14]([NH:21][C:22]2[CH:27]=[CH:26][CH:25]=[C:24]([O:28][CH3:29])[CH:23]=2)[C:15]2[CH:20]=[CH:19][CH:18]=[CH:17][CH:16]=2)=[CH:5]1. (9) Given the reactants [CH2:1]([N:4]([CH2:8][C:9]1[CH:14]=[CH:13][C:12]([NH:15][CH2:16][C:17]2[CH:22]=[CH:21][C:20]([CH2:23][NH:24][CH2:25][C:26]3[NH:27][CH:28]=[CH:29][N:30]=3)=[CH:19][CH:18]=2)=[CH:11][CH:10]=1)[CH2:5][CH2:6][CH3:7])[CH2:2][CH3:3].[CH3:31][N:32]1[CH:36]=[CH:35][N:34]=[C:33]1[CH:37]=O.C([BH3-])#N.[Na+].[OH-].[Na+], predict the reaction product. The product is: [CH2:1]([N:4]([CH2:8][C:9]1[CH:10]=[CH:11][C:12]([NH:15][CH2:16][C:17]2[CH:18]=[CH:19][C:20]([CH2:23][N:24]([CH2:25][C:26]3[NH:30][CH:29]=[CH:28][N:27]=3)[CH2:37][C:33]3[N:32]([CH3:31])[CH:36]=[CH:35][N:34]=3)=[CH:21][CH:22]=2)=[CH:13][CH:14]=1)[CH2:5][CH2:6][CH3:7])[CH2:2][CH3:3].